This data is from CYP2D6 inhibition data for predicting drug metabolism from PubChem BioAssay. The task is: Regression/Classification. Given a drug SMILES string, predict its absorption, distribution, metabolism, or excretion properties. Task type varies by dataset: regression for continuous measurements (e.g., permeability, clearance, half-life) or binary classification for categorical outcomes (e.g., BBB penetration, CYP inhibition). Dataset: cyp2d6_veith. The drug is CN1CCC(=C2c3ccccc3Sc3ccccc32)CC1. The result is 1 (inhibitor).